Predict the product of the given reaction. From a dataset of Forward reaction prediction with 1.9M reactions from USPTO patents (1976-2016). (1) Given the reactants [Cl:1][C:2]1[CH:3]=[C:4]([CH2:9][C:10]#[N:11])[CH:5]=[CH:6][C:7]=1[Cl:8].[CH3:12][O:13][C:14](=[O:17])[CH:15]=[CH2:16].[CH2:18](O)CCC.C[CH2:24][O:25][C:26]([CH3:28])=[O:27].CCCCCCC, predict the reaction product. The product is: [C:10]([C:9]([C:4]1[CH:5]=[CH:6][C:7]([Cl:8])=[C:2]([Cl:1])[CH:3]=1)([CH2:18][CH2:28][C:26]([O:25][CH3:24])=[O:27])[CH2:16][CH2:15][C:14]([O:13][CH3:12])=[O:17])#[N:11]. (2) Given the reactants C(OC1([CH2:23][C:24]2[CH:29]=[C:28]([O:30][CH3:31])[C:27]([O:32][CH3:33])=[C:26]([O:34][CH3:35])[CH:25]=2)C2C(=CC=C(C)C=2)N(CC)C1=O)(=O)C1C=CC=CC=1.[C:36]([O:44][CH:45]1[C:53]2[C:48](=[CH:49][CH:50]=[C:51]([Cl:54])[CH:52]=2)[N:47]([CH2:55][CH2:56][C:57]2[CH:62]=[CH:61][CH:60]=[CH:59][CH:58]=2)[C:46]1=[O:63])(=[O:43])[C:37]1[CH:42]=[CH:41][CH:40]=[CH:39][CH:38]=1, predict the reaction product. The product is: [C:36]([O:44][C:45]1([CH2:23][C:24]2[CH:25]=[C:26]([O:34][CH3:35])[C:27]([O:32][CH3:33])=[C:28]([O:30][CH3:31])[CH:29]=2)[C:53]2[C:48](=[CH:49][CH:50]=[C:51]([Cl:54])[CH:52]=2)[N:47]([CH2:55][CH2:56][C:57]2[CH:58]=[CH:59][CH:60]=[CH:61][CH:62]=2)[C:46]1=[O:63])(=[O:43])[C:37]1[CH:42]=[CH:41][CH:40]=[CH:39][CH:38]=1.